Dataset: Peptide-MHC class I binding affinity with 185,985 pairs from IEDB/IMGT. Task: Regression. Given a peptide amino acid sequence and an MHC pseudo amino acid sequence, predict their binding affinity value. This is MHC class I binding data. (1) The peptide sequence is TYFEEPAAF. The MHC is HLA-C04:01 with pseudo-sequence HLA-C04:01. The binding affinity (normalized) is 0.0847. (2) The MHC is HLA-A02:03 with pseudo-sequence HLA-A02:03. The binding affinity (normalized) is 0.251. The peptide sequence is GADINLMPI. (3) The peptide sequence is RLTAKKQEL. The MHC is HLA-A02:03 with pseudo-sequence HLA-A02:03. The binding affinity (normalized) is 0.279. (4) The peptide sequence is VPINVAEAY. The MHC is HLA-B07:02 with pseudo-sequence HLA-B07:02. The binding affinity (normalized) is 0.119.